This data is from NCI-60 drug combinations with 297,098 pairs across 59 cell lines. The task is: Regression. Given two drug SMILES strings and cell line genomic features, predict the synergy score measuring deviation from expected non-interaction effect. (1) Drug 1: CC1OCC2C(O1)C(C(C(O2)OC3C4COC(=O)C4C(C5=CC6=C(C=C35)OCO6)C7=CC(=C(C(=C7)OC)O)OC)O)O. Cell line: OVCAR-5. Drug 2: C1=CN(C=N1)CC(O)(P(=O)(O)O)P(=O)(O)O. Synergy scores: CSS=-0.887, Synergy_ZIP=-5.55, Synergy_Bliss=-12.3, Synergy_Loewe=-13.8, Synergy_HSA=-11.3. (2) Drug 1: COC1=C(C=C2C(=C1)N=CN=C2NC3=CC(=C(C=C3)F)Cl)OCCCN4CCOCC4. Drug 2: CNC(=O)C1=NC=CC(=C1)OC2=CC=C(C=C2)NC(=O)NC3=CC(=C(C=C3)Cl)C(F)(F)F. Cell line: RXF 393. Synergy scores: CSS=34.3, Synergy_ZIP=-4.70, Synergy_Bliss=-1.67, Synergy_Loewe=-1.46, Synergy_HSA=0.697. (3) Drug 1: C1=C(C(=O)NC(=O)N1)F. Drug 2: C1=CC(=CC=C1C#N)C(C2=CC=C(C=C2)C#N)N3C=NC=N3. Cell line: NCI-H522. Synergy scores: CSS=14.8, Synergy_ZIP=-10.6, Synergy_Bliss=-10.8, Synergy_Loewe=-11.2, Synergy_HSA=-9.79. (4) Drug 1: C1C(C(OC1N2C=NC3=C(N=C(N=C32)Cl)N)CO)O. Drug 2: C1CN(CCN1C(=O)CCBr)C(=O)CCBr. Cell line: M14. Synergy scores: CSS=37.1, Synergy_ZIP=1.35, Synergy_Bliss=4.83, Synergy_Loewe=-7.32, Synergy_HSA=6.49. (5) Drug 1: CC1C(C(CC(O1)OC2CC(CC3=C2C(=C4C(=C3O)C(=O)C5=C(C4=O)C(=CC=C5)OC)O)(C(=O)CO)O)N)O.Cl. Drug 2: C1=C(C(=O)NC(=O)N1)N(CCCl)CCCl. Cell line: HOP-92. Synergy scores: CSS=20.3, Synergy_ZIP=-3.11, Synergy_Bliss=0.809, Synergy_Loewe=2.13, Synergy_HSA=3.63.